Dataset: Peptide-MHC class II binding affinity with 134,281 pairs from IEDB. Task: Regression. Given a peptide amino acid sequence and an MHC pseudo amino acid sequence, predict their binding affinity value. This is MHC class II binding data. (1) The peptide sequence is TWTSIPTLAAQFPFN. The MHC is DRB3_0101 with pseudo-sequence DRB3_0101. The binding affinity (normalized) is 0.224. (2) The peptide sequence is QAMASTEGNVTGMFA. The MHC is DRB1_0405 with pseudo-sequence DRB1_0405. The binding affinity (normalized) is 0.130. (3) The peptide sequence is NLYKLHGGHVSCRVK. The MHC is DRB3_0301 with pseudo-sequence DRB3_0301. The binding affinity (normalized) is 0.719. (4) The peptide sequence is CRSCTLPPLRYMGED. The MHC is DRB1_0404 with pseudo-sequence DRB1_0404. The binding affinity (normalized) is 0.186. (5) The peptide sequence is SVRIRVRSGGHDYEG. The MHC is DRB1_0401 with pseudo-sequence DRB1_0401. The binding affinity (normalized) is 0.0740. (6) The peptide sequence is TVFGSAFQGLFGGLNKK. The MHC is HLA-DQA10201-DQB10301 with pseudo-sequence HLA-DQA10201-DQB10301. The binding affinity (normalized) is 0.528. (7) The peptide sequence is EGTVDFIFGEARSLY. The MHC is HLA-DQA10201-DQB10202 with pseudo-sequence HLA-DQA10201-DQB10202. The binding affinity (normalized) is 0.257. (8) The peptide sequence is MIRIIAQGPKATFEA. The MHC is HLA-DQA10104-DQB10503 with pseudo-sequence HLA-DQA10104-DQB10503. The binding affinity (normalized) is 0.